From a dataset of Forward reaction prediction with 1.9M reactions from USPTO patents (1976-2016). Predict the product of the given reaction. (1) Given the reactants Br[C:2]1[CH:14]=[C:13]2[C:5]([C:6]3[CH:7]=[C:8](C(O)=O)[CH:9]=[CH:10][C:11]=3[NH:12]2)=[C:4]([C:18](=[O:20])[NH2:19])[CH:3]=1.CC[N:23]([CH2:26][CH3:27])CC.P(N=[N+]=[N-])(=O)(OC1C=CC=CC=1)O[C:30]1C=CC=CC=1.[N-:47]=[C:48]=[O:49].[CH3:50][O:51][C:52]1[CH:57]=[CH:56][C:55]([CH2:58][OH:59])=[CH:54][CH:53]=1.[O:60]1[CH2:65][CH2:64]OCC1, predict the reaction product. The product is: [C:18]([C:4]1[CH:3]=[C:2]([C:30]2[C:26]([CH3:27])=[N:23][O:60][C:65]=2[CH3:64])[CH:14]=[C:13]2[C:5]=1[C:6]1[CH:7]=[C:8]([NH:47][C:48](=[O:49])[O:59][CH2:58][C:55]3[CH:56]=[CH:57][C:52]([O:51][CH3:50])=[CH:53][CH:54]=3)[CH:9]=[CH:10][C:11]=1[NH:12]2)(=[O:20])[NH2:19]. (2) Given the reactants [F:1][C:2]1[C:3]([N:9]2[C:13]([CH3:14])=[C:12]([C:15]([OH:17])=[O:16])[CH:11]=[N:10]2)=[N:4][CH:5]=[CH:6][C:7]=1[CH3:8].CN([CH:21]=[C:22]([C:30](=O)C)[C:23](OC(C)(C)C)=O)C.CCN(CC)CC, predict the reaction product. The product is: [F:1][C:2]1[C:3]([N:9]2[C:13]([CH3:14])=[C:12]([C:15]([O:17][C:22]([CH3:30])([CH3:23])[CH3:21])=[O:16])[CH:11]=[N:10]2)=[N:4][CH:5]=[CH:6][C:7]=1[CH3:8]. (3) Given the reactants [F:1][C:2]1[C:3]2[O:28][N:27]=[C:26]([N:29]3[CH:33]=[C:32]([C:34]([OH:36])=O)[CH:31]=[N:30]3)[C:4]=2[CH:5]=[C:6]2[C:19]=1[N:18]1[CH2:20][C@@H:21]([CH3:25])[O:22][C@@H:23]([CH3:24])[C@@H:17]1[C:8]1([C:13](=[O:14])[NH:12][C:11](=[O:15])[NH:10][C:9]1=[O:16])[CH2:7]2.[NH3:37], predict the reaction product. The product is: [F:1][C:2]1[C:3]2[O:28][N:27]=[C:26]([N:29]3[CH:33]=[C:32]([C:34]([NH2:37])=[O:36])[CH:31]=[N:30]3)[C:4]=2[CH:5]=[C:6]2[C:19]=1[N:18]1[CH2:20][C@@H:21]([CH3:25])[O:22][C@@H:23]([CH3:24])[C@@H:17]1[C:8]1([C:9](=[O:16])[NH:10][C:11](=[O:15])[NH:12][C:13]1=[O:14])[CH2:7]2. (4) Given the reactants [NH2:1][C:2]1[N:7]=[C:6](S(C)=O)[C:5]([C:11]2[CH:12]=[CH:13][C:14](=[O:20])[N:15]([CH:17]([CH3:19])[CH3:18])[N:16]=2)=[C:4]([C:21]2[CH:26]=[CH:25][CH:24]=[CH:23][CH:22]=2)[N:3]=1.[CH2:27]([NH2:34])[C:28]1[CH:33]=[CH:32][CH:31]=[CH:30][CH:29]=1.O, predict the reaction product. The product is: [NH2:1][C:2]1[N:7]=[C:6]([NH:34][CH2:27][C:28]2[CH:33]=[CH:32][CH:31]=[CH:30][CH:29]=2)[C:5]([C:11]2[CH:12]=[CH:13][C:14](=[O:20])[N:15]([CH:17]([CH3:19])[CH3:18])[N:16]=2)=[C:4]([C:21]2[CH:26]=[CH:25][CH:24]=[CH:23][CH:22]=2)[N:3]=1. (5) Given the reactants [Cl-].O[NH3+:3].[C:4](=[O:7])([O-])[OH:5].[Na+].[CH2:9]([N:16]1[CH2:21][CH2:20][CH:19]([N:22]2[C:27](=[O:28])[C:26]([CH2:29][C:30]3[CH:35]=[CH:34][C:33]([C:36]4[C:37]([C:42]#[N:43])=[CH:38][CH:39]=[CH:40][CH:41]=4)=[CH:32][CH:31]=3)=[C:25]([CH2:44][CH2:45][CH3:46])[N:24]3[N:47]=[CH:48][N:49]=[C:23]23)[CH2:18][CH2:17]1)[C:10]1[CH:15]=[CH:14][CH:13]=[CH:12][CH:11]=1, predict the reaction product. The product is: [CH2:9]([N:16]1[CH2:21][CH2:20][CH:19]([N:22]2[C:27](=[O:28])[C:26]([CH2:29][C:30]3[CH:35]=[CH:34][C:33]([C:36]4[CH:41]=[CH:40][CH:39]=[CH:38][C:37]=4[C:42]4[NH:3][C:4](=[O:7])[O:5][N:43]=4)=[CH:32][CH:31]=3)=[C:25]([CH2:44][CH2:45][CH3:46])[N:24]3[N:47]=[CH:48][N:49]=[C:23]23)[CH2:18][CH2:17]1)[C:10]1[CH:15]=[CH:14][CH:13]=[CH:12][CH:11]=1. (6) The product is: [Br:28][C:23]1[CH:24]=[CH:25][CH:26]=[C:27]2[C:22]=1[N:21]([CH2:33][CH2:34][O:35][CH2:36][CH3:37])[CH:20]=[C:19]2[CH:16]1[CH2:15][CH2:14][N:13]([CH2:12][CH2:11][O:10][C:5]2[CH:6]=[CH:7][CH:8]=[CH:9][C:4]=2[C:3]([OH:2])=[O:29])[CH2:18][CH2:17]1. Given the reactants C[O:2][C:3](=[O:29])[C:4]1[CH:9]=[CH:8][CH:7]=[CH:6][C:5]=1[O:10][CH2:11][CH2:12][N:13]1[CH2:18][CH2:17][CH:16]([C:19]2[C:27]3[C:22](=[C:23]([Br:28])[CH:24]=[CH:25][CH:26]=3)[NH:21][CH:20]=2)[CH2:15][CH2:14]1.[H-].[Na+].Br[CH2:33][CH2:34][O:35][CH2:36][CH3:37], predict the reaction product. (7) Given the reactants [Br:1][C:2]1[C:7]([F:8])=[CH:6][CH:5]=[CH:4][C:3]=1[CH2:9]Br.C(OC)(=O)[CH2:12][C:13]([O:15]C)=[O:14].[H-].[Na+].Cl, predict the reaction product. The product is: [Br:1][C:2]1[C:7]([F:8])=[CH:6][CH:5]=[CH:4][C:3]=1[CH2:9][CH2:12][C:13]([OH:15])=[O:14].